Dataset: Reaction yield outcomes from USPTO patents with 853,638 reactions. Task: Predict the reaction yield, written as a fraction of the theoretical maximum amount of product (1.0 means a 100% yield; for example, 0.34 means a 34% yield). (1) The reactants are [OH:1][C:2]1[C:3]([C:18](=O)[CH3:19])=[N:4][N:5]([CH3:17])[C:6]=1[C:7]1[CH:12]=[CH:11][C:10]([CH2:13][CH:14]([CH3:16])[CH3:15])=[CH:9][CH:8]=1.[NH:21]([C:23]([NH:25][C:26]1[CH:34]=[CH:33][C:29]([C:30]([OH:32])=[O:31])=[CH:28][CH:27]=1)=[S:24])[NH2:22].CN(C)C=O. The catalyst is Cl.O. The product is [OH:1][C:2]1[C:3]([C:18](=[N:22][NH:21][C:23]([NH:25][C:26]2[CH:34]=[CH:33][C:29]([C:30]([OH:32])=[O:31])=[CH:28][CH:27]=2)=[S:24])[CH3:19])=[N:4][N:5]([CH3:17])[C:6]=1[C:7]1[CH:12]=[CH:11][C:10]([CH2:13][CH:14]([CH3:16])[CH3:15])=[CH:9][CH:8]=1. The yield is 0.750. (2) The reactants are [CH:1]12[O:8][CH:5]([CH2:6][CH2:7]1)[CH2:4][NH:3][CH2:2]2.Br[C:10]1[O:11][CH:12]=[C:13]([C:15]([O:17][CH2:18][CH3:19])=[O:16])[N:14]=1.CCN(C(C)C)C(C)C. The catalyst is C1COCC1. The product is [CH:5]12[O:8][CH:1]([CH2:7][CH2:6]1)[CH2:2][N:3]([C:10]1[O:11][CH:12]=[C:13]([C:15]([O:17][CH2:18][CH3:19])=[O:16])[N:14]=1)[CH2:4]2. The yield is 0.890. (3) The reactants are C([O:3][C:4](=[O:29])[C:5]1[CH:10]=[CH:9][CH:8]=[C:7]([C:11]2[C:20]3[C:15](=[CH:16][CH:17]=[C:18]([C:21]4[CH:22]=[N:23][C:24]([O:27][CH3:28])=[CH:25][CH:26]=4)[CH:19]=3)[N:14]=[CH:13][N:12]=2)[CH:6]=1)C.O[Li].O. The catalyst is O1CCOCC1. The product is [CH3:28][O:27][C:24]1[N:23]=[CH:22][C:21]([C:18]2[CH:19]=[C:20]3[C:15](=[CH:16][CH:17]=2)[N:14]=[CH:13][N:12]=[C:11]3[C:7]2[CH:6]=[C:5]([CH:10]=[CH:9][CH:8]=2)[C:4]([OH:29])=[O:3])=[CH:26][CH:25]=1. The yield is 0.920. (4) The reactants are CS(O[CH2:6][CH2:7][C:8]1[C:16]2[C:15]([NH:17][C@@H:18]3[CH2:23][CH2:22][CH2:21][N:20]([C:24]([O:26][C:27]([CH3:30])([CH3:29])[CH3:28])=[O:25])[CH2:19]3)=[N:14][CH:13]=[N:12][C:11]=2[NH:10][CH:9]=1)(=O)=O.[CH3:31][N:32](C=O)C.[C-]#N.[Na+]. The catalyst is O.C(OCC)(=O)C. The product is [C:31]([CH2:6][CH2:7][C:8]1[C:16]2[C:15]([NH:17][C@@H:18]3[CH2:23][CH2:22][CH2:21][N:20]([C:24]([O:26][C:27]([CH3:30])([CH3:29])[CH3:28])=[O:25])[CH2:19]3)=[N:14][CH:13]=[N:12][C:11]=2[NH:10][CH:9]=1)#[N:32]. The yield is 0.660.